Task: Predict the reactants needed to synthesize the given product.. Dataset: Full USPTO retrosynthesis dataset with 1.9M reactions from patents (1976-2016) (1) Given the product [CH:40]1([N:11]2[C:12]3[C:8](=[C:7]([C:51]4[CH:50]=[C:49]([CH:54]=[CH:53][CH:52]=4)[C:47]([O:46][CH3:45])=[O:48])[CH:15]=[C:14]([C:16]([N:18]4[CH2:23][CH2:22][C:21]5([CH2:32][C:31](=[O:33])[C:30]6[C:25](=[CH:26][CH:27]=[C:28]([C:34]7[CH:35]=[N:36][N:37]([CH3:39])[CH:38]=7)[CH:29]=6)[O:24]5)[CH2:20][CH2:19]4)=[O:17])[CH:13]=3)[CH:9]=[CH:10]2)[CH2:41][CH2:42]1, predict the reactants needed to synthesize it. The reactants are: FC(F)(F)S(O[C:7]1[CH:15]=[C:14]([C:16]([N:18]2[CH2:23][CH2:22][C:21]3([CH2:32][C:31](=[O:33])[C:30]4[C:25](=[CH:26][CH:27]=[C:28]([C:34]5[CH:35]=[N:36][N:37]([CH3:39])[CH:38]=5)[CH:29]=4)[O:24]3)[CH2:20][CH2:19]2)=[O:17])[CH:13]=[C:12]2[C:8]=1[CH:9]=[CH:10][N:11]2[CH:40]1[CH2:42][CH2:41]1)(=O)=O.[CH3:45][O:46][C:47]([C:49]1[CH:50]=[C:51](B(O)O)[CH:52]=[CH:53][CH:54]=1)=[O:48].COC(C1C=CC(B(O)O)=CC=1)=O. (2) Given the product [Cl:1][C:2]1[CH:7]=[CH:6][C:5]([N:8]2[C:14](=[O:15])[CH:13]([CH3:25])[C:12]3=[N:16][N:17]=[C:18]([CH3:19])[N:11]3[C:10]3[CH:20]=[CH:21][CH:22]=[CH:23][C:9]2=3)=[CH:4][CH:3]=1, predict the reactants needed to synthesize it. The reactants are: [Cl:1][C:2]1[CH:7]=[CH:6][C:5]([N:8]2[C:14](=[O:15])[CH2:13][C:12]3=[N:16][N:17]=[C:18]([CH3:19])[N:11]3[C:10]3[CH:20]=[CH:21][CH:22]=[CH:23][C:9]2=3)=[CH:4][CH:3]=1.[Li+].[CH3:25][Si]([N-][Si](C)(C)C)(C)C.CI.[NH4+].[Cl-].